Dataset: NCI-60 drug combinations with 297,098 pairs across 59 cell lines. Task: Regression. Given two drug SMILES strings and cell line genomic features, predict the synergy score measuring deviation from expected non-interaction effect. (1) Drug 1: CC1=CC2C(CCC3(C2CCC3(C(=O)C)OC(=O)C)C)C4(C1=CC(=O)CC4)C. Drug 2: CC1=C(C(CCC1)(C)C)C=CC(=CC=CC(=CC(=O)O)C)C. Cell line: SNB-19. Synergy scores: CSS=-18.4, Synergy_ZIP=6.07, Synergy_Bliss=-6.31, Synergy_Loewe=-16.1, Synergy_HSA=-14.9. (2) Drug 1: CC(CN1CC(=O)NC(=O)C1)N2CC(=O)NC(=O)C2. Drug 2: CCCS(=O)(=O)NC1=C(C(=C(C=C1)F)C(=O)C2=CNC3=C2C=C(C=N3)C4=CC=C(C=C4)Cl)F. Cell line: U251. Synergy scores: CSS=28.6, Synergy_ZIP=-6.40, Synergy_Bliss=-2.19, Synergy_Loewe=-0.923, Synergy_HSA=-1.00. (3) Drug 1: CC12CCC3C(C1CCC2=O)CC(=C)C4=CC(=O)C=CC34C. Drug 2: CC1C(C(CC(O1)OC2CC(CC3=C2C(=C4C(=C3O)C(=O)C5=C(C4=O)C(=CC=C5)OC)O)(C(=O)C)O)N)O.Cl. Cell line: SK-MEL-2. Synergy scores: CSS=46.9, Synergy_ZIP=6.38, Synergy_Bliss=7.49, Synergy_Loewe=6.59, Synergy_HSA=8.19. (4) Drug 1: C1=NC2=C(N1)C(=S)N=CN2. Drug 2: C1C(C(OC1N2C=NC3=C2NC=NCC3O)CO)O. Cell line: NCI-H460. Synergy scores: CSS=24.1, Synergy_ZIP=-4.66, Synergy_Bliss=3.73, Synergy_Loewe=-3.09, Synergy_HSA=3.34. (5) Drug 2: CS(=O)(=O)CCNCC1=CC=C(O1)C2=CC3=C(C=C2)N=CN=C3NC4=CC(=C(C=C4)OCC5=CC(=CC=C5)F)Cl. Synergy scores: CSS=5.08, Synergy_ZIP=-2.11, Synergy_Bliss=-3.44, Synergy_Loewe=-4.50, Synergy_HSA=-4.46. Drug 1: C1CCC(C1)C(CC#N)N2C=C(C=N2)C3=C4C=CNC4=NC=N3. Cell line: NCIH23. (6) Drug 1: C1=C(C(=O)NC(=O)N1)F. Drug 2: C1=CN(C(=O)N=C1N)C2C(C(C(O2)CO)O)O.Cl. Cell line: LOX IMVI. Synergy scores: CSS=39.1, Synergy_ZIP=-5.91, Synergy_Bliss=-4.82, Synergy_Loewe=-1.58, Synergy_HSA=0.491.